This data is from Catalyst prediction with 721,799 reactions and 888 catalyst types from USPTO. The task is: Predict which catalyst facilitates the given reaction. Reactant: Br/[CH:2]=[CH:3]/[C:4]1[CH:9]=[C:8]([O:10][CH3:11])[C:7]([O:12][CH3:13])=[CH:6][C:5]=1[F:14].C([Li])(C)(C)C.[CH2:20]([O:27][C:28]1[CH:29]=[C:30]2[C:35](=[CH:36][C:37]=1[O:38][CH3:39])[CH:34]=[N:33][CH2:32][CH2:31]2)[C:21]1[CH:26]=[CH:25][CH:24]=[CH:23][CH:22]=1.C[Si](Cl)(C)C. Product: [CH2:20]([O:27][C:28]1[CH:29]=[C:30]2[C:35](=[CH:36][C:37]=1[O:38][CH3:39])[CH:34](/[CH:2]=[CH:3]/[C:4]1[CH:9]=[C:8]([O:10][CH3:11])[C:7]([O:12][CH3:13])=[CH:6][C:5]=1[F:14])[NH:33][CH2:32][CH2:31]2)[C:21]1[CH:26]=[CH:25][CH:24]=[CH:23][CH:22]=1. The catalyst class is: 332.